Dataset: Forward reaction prediction with 1.9M reactions from USPTO patents (1976-2016). Task: Predict the product of the given reaction. Given the reactants [C:1]([O:5][C:6]([N:8]1[CH2:14][CH2:13][C:12]2[C:15]([S:20][C:21](=O)N(C)C)=[C:16]([Cl:19])[CH:17]=[CH:18][C:11]=2[CH2:10][CH2:9]1)=[O:7])([CH3:4])([CH3:3])[CH3:2].[Br:26][C:27]1[CH:32]=[CH:31][C:30](CBr)=[CH:29][C:28]=1[F:35], predict the reaction product. The product is: [Br:26][C:27]1[CH:32]=[CH:31][C:30]([CH2:21][S:20][C:15]2[C:12]3[CH2:13][CH2:14][N:8]([C:6]([O:5][C:1]([CH3:4])([CH3:3])[CH3:2])=[O:7])[CH2:9][CH2:10][C:11]=3[CH:18]=[CH:17][C:16]=2[Cl:19])=[CH:29][C:28]=1[F:35].